This data is from NCI-60 drug combinations with 297,098 pairs across 59 cell lines. The task is: Regression. Given two drug SMILES strings and cell line genomic features, predict the synergy score measuring deviation from expected non-interaction effect. (1) Drug 1: CC1=C(C=C(C=C1)NC2=NC=CC(=N2)N(C)C3=CC4=NN(C(=C4C=C3)C)C)S(=O)(=O)N.Cl. Drug 2: CC1C(C(CC(O1)OC2CC(CC3=C2C(=C4C(=C3O)C(=O)C5=CC=CC=C5C4=O)O)(C(=O)C)O)N)O. Cell line: LOX IMVI. Synergy scores: CSS=55.0, Synergy_ZIP=6.93, Synergy_Bliss=8.46, Synergy_Loewe=-6.19, Synergy_HSA=12.4. (2) Drug 1: C(CC(=O)O)C(=O)CN.Cl. Drug 2: CC12CCC3C(C1CCC2OP(=O)(O)O)CCC4=C3C=CC(=C4)OC(=O)N(CCCl)CCCl.[Na+]. Cell line: OVCAR-5. Synergy scores: CSS=16.9, Synergy_ZIP=-7.49, Synergy_Bliss=-4.12, Synergy_Loewe=-12.0, Synergy_HSA=-4.77. (3) Drug 1: CNC(=O)C1=CC=CC=C1SC2=CC3=C(C=C2)C(=NN3)C=CC4=CC=CC=N4. Drug 2: CNC(=O)C1=NC=CC(=C1)OC2=CC=C(C=C2)NC(=O)NC3=CC(=C(C=C3)Cl)C(F)(F)F. Cell line: SK-MEL-28. Synergy scores: CSS=1.96, Synergy_ZIP=-4.12, Synergy_Bliss=-7.85, Synergy_Loewe=-11.8, Synergy_HSA=-11.6. (4) Drug 1: CC12CCC3C(C1CCC2=O)CC(=C)C4=CC(=O)C=CC34C. Drug 2: CC1=C2C(C(=O)C3(C(CC4C(C3C(C(C2(C)C)(CC1OC(=O)C(C(C5=CC=CC=C5)NC(=O)OC(C)(C)C)O)O)OC(=O)C6=CC=CC=C6)(CO4)OC(=O)C)O)C)O. Cell line: HS 578T. Synergy scores: CSS=44.1, Synergy_ZIP=-4.89, Synergy_Bliss=-7.74, Synergy_Loewe=-25.9, Synergy_HSA=-6.79. (5) Drug 1: CC1C(C(CC(O1)OC2CC(CC3=C2C(=C4C(=C3O)C(=O)C5=C(C4=O)C(=CC=C5)OC)O)(C(=O)C)O)N)O.Cl. Drug 2: C1CCC(CC1)NC(=O)N(CCCl)N=O. Cell line: HL-60(TB). Synergy scores: CSS=17.4, Synergy_ZIP=-0.755, Synergy_Bliss=-1.83, Synergy_Loewe=-23.0, Synergy_HSA=-0.904.